Dataset: Full USPTO retrosynthesis dataset with 1.9M reactions from patents (1976-2016). Task: Predict the reactants needed to synthesize the given product. Given the product [F:26][C:25]1[CH:24]=[CH:23][C:10]([CH2:11][C:12]2[C:21]3[C:16](=[CH:17][CH:18]=[CH:19][CH:20]=3)[C:15](=[O:22])[NH:14][N:13]=2)=[CH:9][C:8]=1[C:6]([N:4]1[CH2:3][CH:2]([NH:1][CH2:31][CH2:30][CH2:29][C:28]([F:34])([F:33])[F:27])[CH2:5]1)=[O:7], predict the reactants needed to synthesize it. The reactants are: [NH2:1][CH:2]1[CH2:5][N:4]([C:6]([C:8]2[CH:9]=[C:10]([CH:23]=[CH:24][C:25]=2[F:26])[CH2:11][C:12]2[C:21]3[C:16](=[CH:17][CH:18]=[CH:19][CH:20]=3)[C:15](=[O:22])[NH:14][N:13]=2)=[O:7])[CH2:3]1.[F:27][C:28]([F:34])([F:33])[CH2:29][CH2:30][CH2:31]O.C(O[BH-](OC(=O)C)OC(=O)C)(=O)C.[Na+].